This data is from Forward reaction prediction with 1.9M reactions from USPTO patents (1976-2016). The task is: Predict the product of the given reaction. (1) Given the reactants [Br:1][C:2]1[CH:24]=[CH:23][C:22]([F:25])=[CH:21][C:3]=1[O:4][CH:5]1[CH2:10][CH2:9][N:8]([C:11]2[N:15]=[C:14]([C:16]3[CH:20]=[CH:19][NH:18][N:17]=3)[O:13][N:12]=2)[CH2:7][CH2:6]1.[H-].[Na+].Br[CH2:29][CH2:30][C:31]([O:33][CH2:34][CH3:35])=[O:32], predict the reaction product. The product is: [Br:1][C:2]1[CH:24]=[CH:23][C:22]([F:25])=[CH:21][C:3]=1[O:4][CH:5]1[CH2:10][CH2:9][N:8]([C:11]2[N:15]=[C:14]([C:16]3[CH:20]=[CH:19][N:18]([CH2:29][CH2:30][C:31]([O:33][CH2:34][CH3:35])=[O:32])[N:17]=3)[O:13][N:12]=2)[CH2:7][CH2:6]1. (2) Given the reactants [CH2:1]([O:8][C:9]1[CH:15]=[CH:14][C:12]([NH2:13])=[CH:11][CH:10]=1)[C:2]1[CH:7]=[CH:6][CH:5]=[CH:4][CH:3]=1.[Cl:16][C:17]1[C:26]2[C:21](=[CH:22][CH:23]=[C:24]([C:27]3[O:28][C:29]([CH3:32])=[N:30][N:31]=3)[CH:25]=2)[N:20]=[CH:19][N:18]=1, predict the reaction product. The product is: [ClH:16].[CH2:1]([O:8][C:9]1[CH:10]=[CH:11][C:12]([NH:13][C:17]2[C:26]3[C:21](=[CH:22][CH:23]=[C:24]([C:27]4[O:28][C:29]([CH3:32])=[N:30][N:31]=4)[CH:25]=3)[N:20]=[CH:19][N:18]=2)=[CH:14][CH:15]=1)[C:2]1[CH:3]=[CH:4][CH:5]=[CH:6][CH:7]=1. (3) Given the reactants [CH3:1][CH:2]([CH3:5])[CH2:3][OH:4].[H-].[Na+].[N+:8]([C:11]1[CH:18]=[CH:17][CH:16]=[C:15]([N+]([O-])=O)[C:12]=1[C:13]#[N:14])([O-:10])=[O:9], predict the reaction product. The product is: [CH2:3]([O:4][C:15]1[CH:16]=[CH:17][CH:18]=[C:11]([N+:8]([O-:10])=[O:9])[C:12]=1[C:13]#[N:14])[CH:2]([CH3:5])[CH3:1]. (4) Given the reactants [Cl:1][C:2]1[CH:7]=[CH:6][C:5]([C:8]23[N:22]([C:23]([C:25]4[C:26]([CH3:30])=[N:27][O:28][CH:29]=4)=[O:24])[CH2:21][CH2:20][N:9]2[C:10](=[O:19])[C:11]2[N:12]([C:14]([CH2:17][OH:18])=[CH:15][CH:16]=2)[CH2:13]3)=[CH:4][CH:3]=1, predict the reaction product. The product is: [Cl:1][C:2]1[CH:3]=[CH:4][C:5]([C:8]23[N:22]([C:23]([C:25]4[C:26]([CH3:30])=[N:27][O:28][CH:29]=4)=[O:24])[CH2:21][CH2:20][N:9]2[C:10](=[O:19])[C:11]2[N:12]([C:14]([CH:17]=[O:18])=[CH:15][CH:16]=2)[CH2:13]3)=[CH:6][CH:7]=1.